Dataset: Full USPTO retrosynthesis dataset with 1.9M reactions from patents (1976-2016). Task: Predict the reactants needed to synthesize the given product. (1) Given the product [N:7]([C:2]1[CH:3]=[CH:4][CH:5]=[CH:6][N:1]=1)=[C:11]=[S:26], predict the reactants needed to synthesize it. The reactants are: [N:1]1[CH:6]=[CH:5][CH:4]=[CH:3][C:2]=1[N:7]1[C:11](N2CCNCC2)=NN=N1.NC1C=CC=CN=1.C(C1NC=CN=1)(C1NC=CN=1)=[S:26]. (2) Given the product [CH3:34][C:28]1[CH:29]=[CH:30][C:31]([CH3:33])=[CH:32][C:27]=1[CH:24]1[C:23]2[N:18]=[C:16]([NH:15][C:5]3[CH:6]=[CH:7][C:8]([N:9]4[CH:13]=[C:12]([CH3:14])[N:11]=[CH:10]4)=[C:3]([O:2][CH3:1])[CH:4]=3)[S:17][C:22]=2[CH2:21][CH2:20][CH2:25]1, predict the reactants needed to synthesize it. The reactants are: [CH3:1][O:2][C:3]1[CH:4]=[C:5]([NH:15][C:16]([NH2:18])=[S:17])[CH:6]=[CH:7][C:8]=1[N:9]1[CH:13]=[C:12]([CH3:14])[N:11]=[CH:10]1.Br[CH:20]1[C:25](=O)[CH:24]([C:27]2[CH:32]=[C:31]([CH3:33])[CH:30]=[CH:29][C:28]=2[CH3:34])[CH2:23][CH2:22][CH2:21]1. (3) The reactants are: [CH2:1]([NH:8][C:9]([C@@H:11]1[CH2:16][CH2:15][C@@H:14]([NH:17][O:18][CH2:19][C:20]2[CH:25]=[CH:24][CH:23]=[CH:22][CH:21]=2)[CH2:13][NH:12]1)=[O:10])[C:2]1[CH:7]=[CH:6][CH:5]=[CH:4][CH:3]=1.C(N(CC)CC)C.[C:33](O[C:33]([O:35][C:36]([CH3:39])([CH3:38])[CH3:37])=[O:34])([O:35][C:36]([CH3:39])([CH3:38])[CH3:37])=[O:34]. Given the product [CH2:1]([NH:8][C:9]([C@@H:11]1[CH2:16][CH2:15][C@@H:14]([NH:17][O:18][CH2:19][C:20]2[CH:25]=[CH:24][CH:23]=[CH:22][CH:21]=2)[CH2:13][N:12]1[C:33]([O:35][C:36]([CH3:39])([CH3:38])[CH3:37])=[O:34])=[O:10])[C:2]1[CH:3]=[CH:4][CH:5]=[CH:6][CH:7]=1, predict the reactants needed to synthesize it. (4) Given the product [Cl:1][C:2]1[CH:3]=[C:4]([C:9]2[CH:10]=[C:11]([C:12]([F:15])([F:14])[F:13])[N:20]3[N:21]=[CH:22][C:23]([C:24]4[CH:25]=[N:26][CH:27]=[CH:28][CH:29]=4)=[C:19]3[N:18]=2)[CH:5]=[CH:6][C:7]=1[F:8], predict the reactants needed to synthesize it. The reactants are: [Cl:1][C:2]1[CH:3]=[C:4]([C:9](=O)[CH2:10][C:11](=O)[C:12]([F:15])([F:14])[F:13])[CH:5]=[CH:6][C:7]=1[F:8].[NH2:18][C:19]1[C:23]([C:24]2[CH:25]=[N:26][CH:27]=[CH:28][CH:29]=2)=[CH:22][NH:21][N:20]=1. (5) Given the product [Cl:3][C:4]1[C:5]([F:40])=[C:6]([CH:37]=[CH:38][CH:39]=1)[NH:7][C:8]1[C:17]2[C:12](=[CH:13][C:14]([O:35][CH3:36])=[C:15]([O:18][C@H:19]3[CH2:23][N:22]([C:24]([O:26][C:27]([CH3:28])([CH3:30])[CH3:29])=[O:25])[C@H:21]([C:31]([N:7]4[CH2:8][CH2:17][O:1][CH2:5][CH2:6]4)=[O:32])[CH2:20]3)[CH:16]=2)[N:11]=[CH:10][N:9]=1.[CH3:36][O:35][C:14]1[CH:13]=[C:12]2[C:17]([CH:8]=[N:9][CH:10]=[N:11]2)=[CH:16][CH:15]=1, predict the reactants needed to synthesize it. The reactants are: [OH-:1].[Na+].[Cl:3][C:4]1[C:5]([F:40])=[C:6]([CH:37]=[CH:38][CH:39]=1)[NH:7][C:8]1[C:17]2[C:12](=[CH:13][C:14]([O:35][CH3:36])=[C:15]([O:18][C@H:19]3[CH2:23][N:22]([C:24]([O:26][C:27]([CH3:30])([CH3:29])[CH3:28])=[O:25])[C@H:21]([C:31](OC)=[O:32])[CH2:20]3)[CH:16]=2)[N:11]=[CH:10][N:9]=1.Cl. (6) Given the product [C:1]([Cl:14])(=[O:11])[CH:2]=[CH:3][C:4]1[CH:9]=[CH:8][CH:7]=[CH:6][CH:5]=1, predict the reactants needed to synthesize it. The reactants are: [C:1]([OH:11])(=O)[CH:2]=[CH:3][C:4]1[CH:9]=[CH:8][CH:7]=[CH:6][CH:5]=1.S(Cl)([Cl:14])=O. (7) Given the product [C:1]([O:5][CH2:6][CH2:7][O:8][CH2:9][CH2:10][O:11][CH2:12][CH2:13][O:14][CH2:15][CH2:16][NH2:17])([CH3:4])([CH3:3])[CH3:2], predict the reactants needed to synthesize it. The reactants are: [C:1]([O:5][CH2:6][CH2:7][O:8][CH2:9][CH2:10][O:11][CH2:12][CH2:13][O:14][CH2:15][CH2:16][N:17]1C(=O)C2C(=CC=CC=2)C1=O)([CH3:4])([CH3:3])[CH3:2].O1CCCC1.CN. (8) Given the product [CH3:13][C:10]1[CH:11]=[CH:12][C:7]([OH:6])=[C:8]([NH:4][CH3:3])[CH:9]=1, predict the reactants needed to synthesize it. The reactants are: [OH-].[Na+].[CH3:3][N:4]1[C:8]2[CH:9]=[C:10]([CH3:13])[CH:11]=[CH:12][C:7]=2[O:6]C1=O.Cl.C(=O)([O-])[O-].[Na+].[Na+].